This data is from Forward reaction prediction with 1.9M reactions from USPTO patents (1976-2016). The task is: Predict the product of the given reaction. (1) Given the reactants C1(CN2CCC(C[CH2:15][C:16]3[C:20]4[CH:21]=[C:22]5[NH:27][C:26](=[O:28])[CH2:25][C:23]5=[CH:24][C:19]=4[O:18][N:17]=3)CC2)C=CC=CC=1.N1C=CC=CC=1, predict the reaction product. The product is: [CH3:15][C:16]1[C:20]2[CH:21]=[C:22]3[NH:27][C:26](=[O:28])[CH2:25][C:23]3=[CH:24][C:19]=2[O:18][N:17]=1. (2) Given the reactants [CH2:1]([O:3][C:4](=[O:24])[C:5]1[CH:10]=[CH:9][C:8]([NH:11][C:12](=[O:23])[C:13]2[CH:18]=[CH:17][C:16]([Cl:19])=[C:15]([N+:20]([O-])=O)[CH:14]=2)=[CH:7][CH:6]=1)[CH3:2].[Cl:25][C:26]1[CH:27]=[C:28]([S:32](Cl)(=[O:34])=[O:33])[CH:29]=[CH:30][CH:31]=1, predict the reaction product. The product is: [CH2:1]([O:3][C:4](=[O:24])[C:5]1[CH:10]=[CH:9][C:8]([NH:11][C:12](=[O:23])[C:13]2[CH:18]=[CH:17][C:16]([Cl:19])=[C:15]([NH:20][S:32]([C:28]3[CH:29]=[CH:30][CH:31]=[C:26]([Cl:25])[CH:27]=3)(=[O:34])=[O:33])[CH:14]=2)=[CH:7][CH:6]=1)[CH3:2]. (3) Given the reactants Cl[C:2]1[N:3]=[N:4][C:5]2[CH2:6][CH2:7][CH2:8][CH2:9][C:10]=2[C:11]=1[C:12]#[N:13].CC(O)C.[C:18]([O:22][CH3:23])(=[O:21])[CH2:19][SH:20].C([O-])([O-])=O.[K+].[K+], predict the reaction product. The product is: [NH2:13][C:12]1[C:11]2[C:10]3[CH2:9][CH2:8][CH2:7][CH2:6][C:5]=3[N:4]=[N:3][C:2]=2[S:20][C:19]=1[C:18]([O:22][CH3:23])=[O:21]. (4) Given the reactants [CH3:1][C:2]1[N:3]=[CH:4][S:5][C:6]=1[C:7]1[O:8][C:9]2[C:10](=[C:12]([C:16]([OH:18])=O)[CH:13]=[CH:14][CH:15]=2)[N:11]=1.[ClH:19].C(N=C=NCCCN(C)C)C.ON1C2C=CC=CC=2N=N1.Cl.Cl.[NH2:43][C@H:44]1[CH:49]2[CH2:50][CH2:51][N:46]([CH2:47][CH2:48]2)[CH2:45]1.C(N(CC)CC)C, predict the reaction product. The product is: [ClH:19].[N:46]12[CH2:51][CH2:50][CH:49]([CH2:48][CH2:47]1)[C@H:44]([NH:43][C:16]([C:12]1[CH:13]=[CH:14][CH:15]=[C:9]3[O:8][C:7]([C:6]4[S:5][CH:4]=[N:3][C:2]=4[CH3:1])=[N:11][C:10]=13)=[O:18])[CH2:45]2. (5) Given the reactants [CH3:1][C:2]1[CH:7]=[CH:6][C:5]([CH:8]=[CH:9][C:10]([OH:12])=[O:11])=[CH:4][CH:3]=1.[CH3:13]I.O, predict the reaction product. The product is: [CH3:1][C:2]1[CH:3]=[CH:4][C:5]([CH:8]=[CH:9][C:10]([O:12][CH3:13])=[O:11])=[CH:6][CH:7]=1. (6) The product is: [Cl:26][C:25]1[CH:24]=[CH:23][CH:22]=[C:21]([Cl:27])[C:20]=1[CH2:19][O:18][C:15]1[CH:14]=[CH:13][C:12]([CH:8]2[O:9][CH2:10][CH2:11][N:6]([CH2:5][C:4]([CH3:29])([CH3:28])[C:3]([OH:30])=[O:2])[CH2:7]2)=[CH:17][CH:16]=1. Given the reactants C[O:2][C:3](=[O:30])[C:4]([CH3:29])([CH3:28])[CH2:5][N:6]1[CH2:11][CH2:10][O:9][CH:8]([C:12]2[CH:17]=[CH:16][C:15]([O:18][CH2:19][C:20]3[C:25]([Cl:26])=[CH:24][CH:23]=[CH:22][C:21]=3[Cl:27])=[CH:14][CH:13]=2)[CH2:7]1.[Li+].[OH-].Cl, predict the reaction product. (7) The product is: [Cl:1][C:2]1[CH:10]=[C:9]([I:11])[C:5]2[O:6][CH2:7][O:8][C:4]=2[C:3]=1[NH:12][C:13]1[C:22]2[C:17](=[CH:18][C:19]([O:27][CH2:28][CH2:29][CH2:30][N:32]3[CH2:37][CH2:36][O:35][CH2:34][CH2:33]3)=[CH:20][C:21]=2[O:23][CH:24]([CH3:26])[CH3:25])[N:16]=[CH:15][N:14]=1. Given the reactants [Cl:1][C:2]1[CH:10]=[C:9]([I:11])[C:5]2[O:6][CH2:7][O:8][C:4]=2[C:3]=1[NH:12][C:13]1[C:22]2[C:17](=[CH:18][C:19]([O:27][CH2:28][CH2:29][CH2:30]Cl)=[CH:20][C:21]=2[O:23][CH:24]([CH3:26])[CH3:25])[N:16]=[CH:15][N:14]=1.[NH:32]1[CH2:37][CH2:36][O:35][CH2:34][CH2:33]1.[I-].[Na+], predict the reaction product.